From a dataset of Full USPTO retrosynthesis dataset with 1.9M reactions from patents (1976-2016). Predict the reactants needed to synthesize the given product. (1) Given the product [Br:15][C:7]1[CH:6]=[C:5]([CH2:1][CH2:2][CH2:3][CH3:4])[CH:10]=[CH:9][C:8]=1[NH:11][C:12](=[O:14])[CH3:13], predict the reactants needed to synthesize it. The reactants are: [CH2:1]([C:5]1[CH:10]=[CH:9][C:8]([NH:11][C:12](=[O:14])[CH3:13])=[CH:7][CH:6]=1)[CH2:2][CH2:3][CH3:4].[Br:15]Br. (2) Given the product [CH3:21][O:20][C:18](=[O:19])[CH2:17][N:4]1[C:5]2[C:10](=[CH:9][CH:8]=[C:7]([Cl:12])[CH:6]=2)[CH2:11][CH:2]([NH2:1])[C:3]1=[O:13], predict the reactants needed to synthesize it. The reactants are: [NH2:1][CH:2]1[CH2:11][C:10]2[C:5](=[CH:6][C:7]([Cl:12])=[CH:8][CH:9]=2)[NH:4][C:3]1=[O:13].[H-].[Na+].Br[CH2:17][C:18]([O:20][CH3:21])=[O:19]. (3) The reactants are: [Si:1]([O:8][CH2:9][CH2:10][C:11]1[C:12]([CH:18]([C:20]2[CH:24]=[C:23]([CH:25]3[O:29][CH2:28][CH2:27][O:26]3)[S:22][C:21]=2[Cl:30])O)=[N:13][C:14]([Cl:17])=[CH:15][CH:16]=1)([C:4]([CH3:7])([CH3:6])[CH3:5])([CH3:3])[CH3:2].C(N(CC)C(C)C)(C)C.CS([Cl:44])(=O)=O. Given the product [Si:1]([O:8][CH2:9][CH2:10][C:11]1[C:12]([CH:18]([Cl:44])[C:20]2[CH:24]=[C:23]([CH:25]3[O:29][CH2:28][CH2:27][O:26]3)[S:22][C:21]=2[Cl:30])=[N:13][C:14]([Cl:17])=[CH:15][CH:16]=1)([C:4]([CH3:7])([CH3:6])[CH3:5])([CH3:3])[CH3:2], predict the reactants needed to synthesize it. (4) The reactants are: [H-].[Al+3].[Li+].[H-].[H-].[H-].[CH2:7]([O:14][C:15]1[CH:23]=[CH:22][C:18]([C:19]([NH2:21])=O)=[CH:17][CH:16]=1)[CH2:8][CH2:9][CH2:10][CH2:11][CH2:12][CH3:13]. Given the product [CH2:7]([O:14][C:15]1[CH:16]=[CH:17][C:18]([CH2:19][NH2:21])=[CH:22][CH:23]=1)[CH2:8][CH2:9][CH2:10][CH2:11][CH2:12][CH3:13], predict the reactants needed to synthesize it.